This data is from Full USPTO retrosynthesis dataset with 1.9M reactions from patents (1976-2016). The task is: Predict the reactants needed to synthesize the given product. (1) Given the product [CH3:1][O:2][C:3]1[CH:4]=[C:5]2[C:10](=[CH:11][CH:12]=1)[O:9][C:8](=[O:13])[CH:7]=[C:6]2[N:14]([CH:15]1[CH2:20][CH2:19][N:18]([CH2:30][C:26]2[CH:25]=[C:24]3[C:29](=[CH:28][CH:27]=2)[NH:21][CH:22]=[CH:23]3)[CH2:17][CH2:16]1)[CH3:34], predict the reactants needed to synthesize it. The reactants are: [CH3:1][O:2][C:3]1[CH:4]=[C:5]2[C:10](=[CH:11][CH:12]=1)[O:9][C:8](=[O:13])[CH:7]=[C:6]2[NH:14][CH:15]1[CH2:20][CH2:19][NH:18][CH2:17][CH2:16]1.[NH:21]1[C:29]2[C:24](=[CH:25][C:26]([CH:30]=O)=[CH:27][CH:28]=2)[CH:23]=[CH:22]1.[H-].[Na+].[CH3:34]I. (2) Given the product [OH:10][CH2:11][C:12]1[N:13]=[C:14]([C:19]#[N:20])[C:15]([CH3:18])=[CH:16][CH:17]=1, predict the reactants needed to synthesize it. The reactants are: C(=O)([O-])[O-].[K+].[K+].C([O:10][CH2:11][C:12]1[CH:17]=[CH:16][C:15]([CH3:18])=[C:14]([C:19]#[N:20])[N:13]=1)(=O)C. (3) The reactants are: [Br:1][C:2]1[CH:3]=[C:4]([O:13][CH3:14])[C:5]([N+:10]([O-])=O)=[C:6]([O:8][CH3:9])[CH:7]=1.O.[Cl-].[NH4+]. Given the product [Br:1][C:2]1[CH:3]=[C:4]([O:13][CH3:14])[C:5]([NH2:10])=[C:6]([O:8][CH3:9])[CH:7]=1, predict the reactants needed to synthesize it. (4) Given the product [F:33][C:2]([F:1])([F:32])[C:3]1[CH:4]=[C:5]([CH:25]=[C:26]([C:28]([F:29])([F:30])[F:31])[CH:27]=1)[CH2:6][N:7]([CH2:49][C:38]1[CH:39]=[C:40]([O:47][CH3:48])[C:41]([C:43]([F:44])([F:46])[F:45])=[CH:42][C:37]=1[Br:36])[C:8]1[N:9]=[CH:10][C:11]([O:14][CH2:15][CH2:16][CH2:17][C:18]([O:20][C:21]([CH3:24])([CH3:23])[CH3:22])=[O:19])=[CH:12][N:13]=1, predict the reactants needed to synthesize it. The reactants are: [F:1][C:2]([F:33])([F:32])[C:3]1[CH:4]=[C:5]([CH:25]=[C:26]([C:28]([F:31])([F:30])[F:29])[CH:27]=1)[CH2:6][NH:7][C:8]1[N:13]=[CH:12][C:11]([O:14][CH2:15][CH2:16][CH2:17][C:18]([O:20][C:21]([CH3:24])([CH3:23])[CH3:22])=[O:19])=[CH:10][N:9]=1.[H-].[Na+].[Br:36][C:37]1[CH:42]=[C:41]([C:43]([F:46])([F:45])[F:44])[C:40]([O:47][CH3:48])=[CH:39][C:38]=1[CH2:49]Br.O. (5) Given the product [C:13]1([C:22]2[CH:23]=[CH:24][CH:25]=[CH:26][CH:27]=2)[CH:18]=[CH:17][CH:16]=[C:15]([C:2]2[CH:11]=[CH:10][C:9]3[C:4](=[CH:5][CH:6]=[C:7]([Br:12])[CH:8]=3)[CH:3]=2)[CH:14]=1, predict the reactants needed to synthesize it. The reactants are: Br[C:2]1[CH:11]=[CH:10][C:9]2[C:4](=[CH:5][CH:6]=[C:7]([Br:12])[CH:8]=2)[CH:3]=1.[C:13]1([C:22]2[CH:27]=[CH:26][CH:25]=[CH:24][CH:23]=2)[CH:18]=[CH:17][CH:16]=[C:15](B(O)O)[CH:14]=1.C(=O)([O-])[O-].[Na+].[Na+].